Dataset: Retrosynthesis with 50K atom-mapped reactions and 10 reaction types from USPTO. Task: Predict the reactants needed to synthesize the given product. (1) Given the product C[C@H]1CN(c2ncc(-c3nccs3)cc2C=O)C[C@@H](C)O1, predict the reactants needed to synthesize it. The reactants are: Brc1nccs1.C[C@H]1CN(c2ncc(B3OC(C)(C)C(C)(C)O3)cc2C=O)C[C@@H](C)O1. (2) Given the product O=C(O)C(CC1CCCC1)c1ccc(C#Cc2cncnc2)cc1, predict the reactants needed to synthesize it. The reactants are: COC(=O)C(CC1CCCC1)c1ccc(C#Cc2cncnc2)cc1. (3) Given the product CC[C@@H]1C(=O)Nc2cc(F)ccc2N1C(=O)c1cccc(OC)c1, predict the reactants needed to synthesize it. The reactants are: CC[C@@H]1C(=O)Nc2cc(F)ccc2N1C(=O)c1ccc(OC)cc1.